Dataset: Peptide-MHC class I binding affinity with 185,985 pairs from IEDB/IMGT. Task: Regression. Given a peptide amino acid sequence and an MHC pseudo amino acid sequence, predict their binding affinity value. This is MHC class I binding data. (1) The peptide sequence is LEQTLKKCL. The MHC is H-2-Kk with pseudo-sequence H-2-Kk. The binding affinity (normalized) is 0.897. (2) The peptide sequence is FCATKNRDTWG. The MHC is Mamu-B08 with pseudo-sequence Mamu-B08. The binding affinity (normalized) is 0. (3) The peptide sequence is KWADNNCYL. The MHC is HLA-A23:01 with pseudo-sequence HLA-A23:01. The binding affinity (normalized) is 0.248. (4) The peptide sequence is KFTILEYLY. The MHC is HLA-A33:01 with pseudo-sequence HLA-A33:01. The binding affinity (normalized) is 0.158. (5) The peptide sequence is SRYWAIRTR. The MHC is Mamu-B1001 with pseudo-sequence YTEMYEQNSANTHVDTAYLTYHYYTWAERAYRWY. The binding affinity (normalized) is 0.0533. (6) The peptide sequence is DSFAGSLIW. The MHC is HLA-B58:01 with pseudo-sequence HLA-B58:01. The binding affinity (normalized) is 0.660. (7) The peptide sequence is RYRGEDGCWY. The MHC is HLA-A30:02 with pseudo-sequence HLA-A30:02. The binding affinity (normalized) is 0.511. (8) The peptide sequence is WFFDLPLPW. The MHC is HLA-A23:01 with pseudo-sequence HLA-A23:01. The binding affinity (normalized) is 0.706.